This data is from Peptide-MHC class II binding affinity with 134,281 pairs from IEDB. The task is: Regression. Given a peptide amino acid sequence and an MHC pseudo amino acid sequence, predict their binding affinity value. This is MHC class II binding data. (1) The peptide sequence is VCGMFTNRSGSQQW. The MHC is DRB1_0701 with pseudo-sequence DRB1_0701. The binding affinity (normalized) is 0.486. (2) The peptide sequence is PVIVADDLTAAINKG. The MHC is DRB5_0101 with pseudo-sequence DRB5_0101. The binding affinity (normalized) is 0.0189. (3) The peptide sequence is EYGNLSLSGIAQSASD. The MHC is HLA-DQA10201-DQB10301 with pseudo-sequence HLA-DQA10201-DQB10301. The binding affinity (normalized) is 0.898. (4) The peptide sequence is NPLIRHENRMVLAST. The MHC is DRB1_0802 with pseudo-sequence DRB1_0802. The binding affinity (normalized) is 0.567. (5) The peptide sequence is EEKYFAATQFEPLAA. The MHC is HLA-DPA10201-DPB11401 with pseudo-sequence HLA-DPA10201-DPB11401. The binding affinity (normalized) is 0.648. (6) The peptide sequence is AFILDGDNLFIKV. The binding affinity (normalized) is 0.556. The MHC is DRB1_0401 with pseudo-sequence DRB1_0401. (7) The peptide sequence is GIVVAWKVRLLPVPP. The MHC is DRB1_0401 with pseudo-sequence DRB1_0401. The binding affinity (normalized) is 0.224. (8) The peptide sequence is ANWIEIMRIKKLTIT. The MHC is HLA-DPA10103-DPB10301 with pseudo-sequence HLA-DPA10103-DPB10301. The binding affinity (normalized) is 0.105.